From a dataset of NCI-60 drug combinations with 297,098 pairs across 59 cell lines. Regression. Given two drug SMILES strings and cell line genomic features, predict the synergy score measuring deviation from expected non-interaction effect. (1) Drug 1: C1=CC(=CC=C1C#N)C(C2=CC=C(C=C2)C#N)N3C=NC=N3. Drug 2: C1CCC(C(C1)N)N.C(=O)(C(=O)[O-])[O-].[Pt+4]. Cell line: SN12C. Synergy scores: CSS=28.5, Synergy_ZIP=-3.88, Synergy_Bliss=-2.19, Synergy_Loewe=-2.35, Synergy_HSA=-0.708. (2) Drug 1: CCC(=C(C1=CC=CC=C1)C2=CC=C(C=C2)OCCN(C)C)C3=CC=CC=C3.C(C(=O)O)C(CC(=O)O)(C(=O)O)O. Drug 2: C1CCC(C(C1)N)N.C(=O)(C(=O)[O-])[O-].[Pt+4]. Cell line: SW-620. Synergy scores: CSS=40.6, Synergy_ZIP=-0.595, Synergy_Bliss=-0.988, Synergy_Loewe=-11.0, Synergy_HSA=1.45. (3) Cell line: RPMI-8226. Drug 1: CCC1(CC2CC(C3=C(CCN(C2)C1)C4=CC=CC=C4N3)(C5=C(C=C6C(=C5)C78CCN9C7C(C=CC9)(C(C(C8N6C)(C(=O)OC)O)OC(=O)C)CC)OC)C(=O)OC)O.OS(=O)(=O)O. Synergy scores: CSS=30.9, Synergy_ZIP=-0.522, Synergy_Bliss=-2.30, Synergy_Loewe=-36.6, Synergy_HSA=-1.02. Drug 2: CC=C1C(=O)NC(C(=O)OC2CC(=O)NC(C(=O)NC(CSSCCC=C2)C(=O)N1)C(C)C)C(C)C. (4) Drug 1: CN1CCC(CC1)COC2=C(C=C3C(=C2)N=CN=C3NC4=C(C=C(C=C4)Br)F)OC. Drug 2: C1C(C(OC1N2C=NC3=C2NC=NCC3O)CO)O. Cell line: NCI-H322M. Synergy scores: CSS=23.4, Synergy_ZIP=-0.359, Synergy_Bliss=-0.711, Synergy_Loewe=-0.234, Synergy_HSA=0.924. (5) Drug 1: CCC1(CC2CC(C3=C(CCN(C2)C1)C4=CC=CC=C4N3)(C5=C(C=C6C(=C5)C78CCN9C7C(C=CC9)(C(C(C8N6C)(C(=O)OC)O)OC(=O)C)CC)OC)C(=O)OC)O.OS(=O)(=O)O. Drug 2: CC1=C(C(=O)C2=C(C1=O)N3CC4C(C3(C2COC(=O)N)OC)N4)N. Cell line: NCI/ADR-RES. Synergy scores: CSS=9.78, Synergy_ZIP=-6.47, Synergy_Bliss=-3.88, Synergy_Loewe=-3.93, Synergy_HSA=-2.17. (6) Drug 1: C1CNP(=O)(OC1)N(CCCl)CCCl. Drug 2: CC1C(C(CC(O1)OC2CC(CC3=C2C(=C4C(=C3O)C(=O)C5=C(C4=O)C(=CC=C5)OC)O)(C(=O)CO)O)N)O.Cl. Cell line: SNB-75. Synergy scores: CSS=44.5, Synergy_ZIP=-2.46, Synergy_Bliss=-1.77, Synergy_Loewe=-50.5, Synergy_HSA=-0.772.